Dataset: Full USPTO retrosynthesis dataset with 1.9M reactions from patents (1976-2016). Task: Predict the reactants needed to synthesize the given product. (1) Given the product [CH3:26][O:25][C:18]1[C:17]2[O:16][CH:13]([CH2:12][OH:11])[CH:24]=[CH:23][C:22]=2[CH:21]=[CH:20][CH:19]=1.[CH3:1][C:2]1[CH:3]=[CH:4][C:5]([S:8]([O-:11])(=[O:10])=[O:9])=[CH:6][CH:7]=1, predict the reactants needed to synthesize it. The reactants are: [CH3:1][C:2]1[CH:7]=[CH:6][C:5]([S:8]([O:11][CH2:12][CH:13]([O:16][C:17]2[C:22]([CH:23]=[CH2:24])=[CH:21][CH:20]=[CH:19][C:18]=2[O:25][CH3:26])C=C)(=[O:10])=[O:9])=[CH:4][CH:3]=1. (2) Given the product [Cl:9][C:5]1[CH:4]=[C:3]([F:10])[C:2]([N:1]2[C:14](=[O:15])[C:13]3=[CH:17][CH:18]=[CH:19][CH:20]=[C:12]3[C:11]2=[O:16])=[CH:7][C:6]=1[OH:8], predict the reactants needed to synthesize it. The reactants are: [NH2:1][C:2]1[C:3]([F:10])=[CH:4][C:5]([Cl:9])=[C:6]([OH:8])[CH:7]=1.[C:11]1(=O)[O:16][C:14](=[O:15])[C:13]2=[CH:17][CH:18]=[CH:19][CH:20]=[C:12]12.O. (3) Given the product [C:36]1([C:41]2[CH:42]=[CH:43][CH:44]=[CH:45][CH:46]=2)[CH:37]=[CH:38][CH:39]=[CH:40][C:35]=1[NH:34][C:32]([NH:31][C:28]1[CH:27]=[CH:26][C:25]([CH2:24][CH2:23][NH:22][CH2:21][C@H:20]([OH:47])[C:12]2[CH:11]=[CH:10][C:9]([OH:8])=[C:18]3[C:13]=2[CH:14]=[CH:15][C:16](=[O:19])[NH:17]3)=[CH:30][CH:29]=1)=[O:33], predict the reactants needed to synthesize it. The reactants are: C([O:8][C:9]1[CH:10]=[CH:11][C:12]([C@@H:20]([OH:47])[CH2:21][NH:22][CH2:23][CH2:24][C:25]2[CH:30]=[CH:29][C:28]([NH:31][C:32]([NH:34][C:35]3[CH:40]=[CH:39][CH:38]=[CH:37][C:36]=3[C:41]3[CH:46]=[CH:45][CH:44]=[CH:43][CH:42]=3)=[O:33])=[CH:27][CH:26]=2)=[C:13]2[C:18]=1[NH:17][C:16](=[O:19])[CH:15]=[CH:14]2)C1C=CC=CC=1.C(OCC)(=O)C. (4) Given the product [CH3:18][C:15]1[CH:16]=[CH:17][C:12]([C:11]([NH:10][C:6]2[CH:5]=[C:4]3[C:9](=[CH:8][CH:7]=2)[N:1]([C:33](=[O:34])[CH2:32][N:27]2[CH:31]=[N:30][N:29]=[N:28]2)[CH2:2][CH2:3]3)=[O:26])=[C:13]([N:19]2[CH2:20][CH2:21][CH:22]([CH3:25])[CH2:23][CH2:24]2)[N:14]=1, predict the reactants needed to synthesize it. The reactants are: [NH:1]1[C:9]2[C:4](=[CH:5][C:6]([NH:10][C:11](=[O:26])[C:12]3[CH:17]=[CH:16][C:15]([CH3:18])=[N:14][C:13]=3[N:19]3[CH2:24][CH2:23][CH:22]([CH3:25])[CH2:21][CH2:20]3)=[CH:7][CH:8]=2)[CH2:3][CH2:2]1.[N:27]1([CH2:32][C:33](O)=[O:34])[CH:31]=[N:30][N:29]=[N:28]1.F[P-](F)(F)(F)(F)F.N1(O[P+](N2CCCC2)(N2CCCC2)N2CCCC2)C2C=CC=CC=2N=N1.C(N(C(C)C)CC)(C)C. (5) Given the product [NH2:8][CH2:9][CH2:10][C:11]1[CH:12]=[C:13]([NH:17][C:18](=[O:40])[CH2:19][N:20]2[CH:24]=[C:23]([O:25][C:26]3[C:35]4[C:30](=[CH:31][C:32]([O:38][CH3:39])=[C:33]([O:36][CH3:37])[CH:34]=4)[N:29]=[CH:28][N:27]=3)[CH:22]=[N:21]2)[CH:14]=[CH:15][CH:16]=1, predict the reactants needed to synthesize it. The reactants are: C(OC([NH:8][CH2:9][CH2:10][C:11]1[CH:12]=[C:13]([NH:17][C:18](=[O:40])[CH2:19][N:20]2[CH:24]=[C:23]([O:25][C:26]3[C:35]4[C:30](=[CH:31][C:32]([O:38][CH3:39])=[C:33]([O:36][CH3:37])[CH:34]=4)[N:29]=[CH:28][N:27]=3)[CH:22]=[N:21]2)[CH:14]=[CH:15][CH:16]=1)=O)(C)(C)C.FC(F)(F)C(O)=O. (6) Given the product [CH3:25][N:26]([CH3:30])[C:27]([N:15]1[CH:16]=[CH:17][C:13]([C:10]2[CH:9]=[CH:8][C:7]([O:6][C:5]3[CH:18]=[CH:19][C:2]([F:1])=[CH:3][CH:4]=3)=[CH:12][CH:11]=2)=[N:14]1)=[O:28], predict the reactants needed to synthesize it. The reactants are: [F:1][C:2]1[CH:19]=[CH:18][C:5]([O:6][C:7]2[CH:12]=[CH:11][C:10]([C:13]3[CH:17]=[CH:16][NH:15][N:14]=3)=[CH:9][CH:8]=2)=[CH:4][CH:3]=1.C1COCC1.[CH3:25][N:26]([CH3:30])[C:27](Cl)=[O:28].C([O-])(O)=O.[Na+].